Dataset: Catalyst prediction with 721,799 reactions and 888 catalyst types from USPTO. Task: Predict which catalyst facilitates the given reaction. (1) Reactant: [Cl:1][CH2:2][CH2:3][CH2:4][CH2:5][CH2:6][CH2:7][O:8][CH2:9][CH2:10][O:11][CH2:12][CH2:13][NH:14]C(=O)OC(C)(C)C.C(O)(C(F)(F)F)=O.C([O-])([O-])=O.[K+].[K+]. Product: [Cl:1][CH2:2][CH2:3][CH2:4][CH2:5][CH2:6][CH2:7][O:8][CH2:9][CH2:10][O:11][CH2:12][CH2:13][NH2:14]. The catalyst class is: 2. (2) Reactant: [CH3:1][N:2]1[C:10]2[CH2:9][C@H:8]([CH3:11])[N:7](C(OC(C)(C)C)=O)[CH2:6][C:5]=2[C:4]([C:19]2[S:20][CH:21]=[CH:22][CH:23]=2)=[N:3]1.C(OCC)(=O)C. The catalyst class is: 12. Product: [CH3:1][N:2]1[C:10]2[CH2:9][C@H:8]([CH3:11])[NH:7][CH2:6][C:5]=2[C:4]([C:19]2[S:20][CH:21]=[CH:22][CH:23]=2)=[N:3]1. (3) Reactant: [OH:1][C:2]1[C:7]([CH3:8])=[C:6]([OH:9])[CH:5]=[CH:4][C:3]=1[C:10](=[O:15])[CH2:11][CH:12]([CH3:14])[CH3:13].[N:16]1[CH:21]=[CH:20][C:19]([S:22][C:23]2[CH:24]=[C:25]([CH2:29]O)[CH:26]=[CH:27][CH:28]=2)=[CH:18][CH:17]=1.C1(P(C2C=CC=CC=2)C2C=CC=CC=2)C=CC=CC=1. Product: [OH:1][C:2]1[C:7]([CH3:8])=[C:6]([O:9][CH2:29][C:25]2[CH:26]=[CH:27][CH:28]=[C:23]([S:22][C:19]3[CH:18]=[CH:17][N:16]=[CH:21][CH:20]=3)[CH:24]=2)[CH:5]=[CH:4][C:3]=1[C:10](=[O:15])[CH2:11][CH:12]([CH3:13])[CH3:14]. The catalyst class is: 7. (4) Reactant: [F:1][C:2]1[CH:11]=[CH:10][C:9]([O:12][CH2:13][CH2:14][CH3:15])=[C:8]2[C:3]=1[C:4](=[O:32])[C:5]([C:24]1[CH:29]=[CH:28][C:27]([O:30][CH3:31])=[CH:26][CH:25]=1)=[CH:6][N:7]2[CH2:16][CH2:17]SCCC(O)=O.ClC1C=CC=[C:36]([C:40]([O:42]O)=[O:41])[CH:35]=1.[S:44]([O-:47])(O)=[O:45].[Na+]. Product: [F:1][C:2]1[CH:11]=[CH:10][C:9]([O:12][CH2:13][CH2:14][CH3:15])=[C:8]2[C:3]=1[C:4](=[O:32])[C:5]([C:24]1[CH:25]=[CH:26][C:27]([O:30][CH3:31])=[CH:28][CH:29]=1)=[CH:6][N:7]2[CH2:16][CH2:17][S:44]([CH2:35][CH2:36][C:40]([OH:42])=[O:41])(=[O:47])=[O:45]. The catalyst class is: 98. (5) Reactant: Br[C:2]1[CH:3]=[CH:4][C:5]([O:8][CH3:9])=[N:6][CH:7]=1.C([Li])CCC.CCCCCC.[Br:21][C:22]1[CH:27]=[CH:26][C:25]([C@H:28]([C:36]2[CH:41]=[CH:40][CH:39]=[CH:38][C:37]=2[CH3:42])[CH2:29][C:30](N(OC)C)=[O:31])=[CH:24][CH:23]=1. Product: [Br:21][C:22]1[CH:23]=[CH:24][C:25]([C@H:28]([C:36]2[CH:41]=[CH:40][CH:39]=[CH:38][C:37]=2[CH3:42])[CH2:29][C:30]([C:2]2[CH:7]=[N:6][C:5]([O:8][CH3:9])=[CH:4][CH:3]=2)=[O:31])=[CH:26][CH:27]=1. The catalyst class is: 7. (6) Reactant: [CH3:1][S:2]([CH2:5][CH2:6][OH:7])(=[O:4])=[O:3].[CH3:8][S:9](Cl)(=[O:11])=[O:10].[CH2:13](N(CC)CC)C. Product: [CH3:1][S:2]([CH2:5][CH2:6][O:7][S:9]([CH2:8][CH3:13])(=[O:11])=[O:10])(=[O:4])=[O:3]. The catalyst class is: 2.